Dataset: Reaction yield outcomes from USPTO patents with 853,638 reactions. Task: Predict the reaction yield, written as a fraction of the theoretical maximum amount of product (1.0 means a 100% yield; for example, 0.34 means a 34% yield). (1) The reactants are [CH:1]12[CH2:9][CH:5]([CH2:6][NH:7][CH2:8]1)[CH2:4][N:3]([CH2:10][CH:11]([OH:22])[CH2:12][O:13][C:14]1[CH:21]=[CH:20][C:17]([C:18]#[N:19])=[CH:16][CH:15]=1)[CH2:2]2.[N:23]([CH2:26][C:27]([O:29][CH2:30][CH3:31])=[O:28])=[C:24]=[O:25]. The catalyst is C(Cl)Cl. The product is [C:18]([C:17]1[CH:16]=[CH:15][C:14]([O:13][CH2:12][CH:11]([OH:22])[CH2:10][N:3]2[CH2:4][CH:5]3[CH2:9][CH:1]([CH2:8][N:7]([C:24]([NH:23][CH2:26][C:27]([O:29][CH2:30][CH3:31])=[O:28])=[O:25])[CH2:6]3)[CH2:2]2)=[CH:21][CH:20]=1)#[N:19]. The yield is 1.00. (2) The reactants are [OH:1][C:2]1[CH:22]=[CH:21][C:5](/[CH:6]=[C:7]2/[C:8](=[O:20])[NH:9][C:10]3[C:15]/2=[CH:14][C:13]([O:16][CH3:17])=[C:12]([O:18][CH3:19])[CH:11]=3)=[CH:4][CH:3]=1.[P:23](Cl)([O:28][CH2:29][CH3:30])([O:25][CH2:26][CH3:27])=[O:24]. The catalyst is ClCCl. The product is [P:23]([O:28][CH2:29][CH3:30])([O:25][CH2:26][CH3:27])([O:1][C:2]1[CH:3]=[CH:4][C:5](/[CH:6]=[C:7]2/[C:8](=[O:20])[NH:9][C:10]3[C:15]/2=[CH:14][C:13]([O:16][CH3:17])=[C:12]([O:18][CH3:19])[CH:11]=3)=[CH:21][CH:22]=1)=[O:24]. The yield is 0.560. (3) The reactants are [Li+].[OH-].[CH2:3]([N:10]1[CH:15]=[CH:14][N:13]=[C:12]([C:16]([O:18]C)=[O:17])[C:11]1=[O:20])[C:4]1[CH:9]=[CH:8][CH:7]=[CH:6][CH:5]=1.Cl. The catalyst is C1COCC1.CO. The product is [CH2:3]([N:10]1[CH:15]=[CH:14][N:13]=[C:12]([C:16]([OH:18])=[O:17])[C:11]1=[O:20])[C:4]1[CH:5]=[CH:6][CH:7]=[CH:8][CH:9]=1. The yield is 0.820. (4) The reactants are [CH2:1]([C:3]1[N:8]=[C:7]([CH2:9][CH2:10][CH3:11])[N:6]([CH2:12][C:13]2[CH:18]=[CH:17][C:16]([C:19]3[CH:24]=[CH:23][CH:22]=[CH:21][C:20]=3[C:25]3[NH:29][C:28](=[O:30])[O:27][N:26]=3)=[CH:15][CH:14]=2)[C:5](=[O:31])[C:4]=1[C:32]1[CH:33]=[C:34]2[C:39](=[CH:40][CH:41]=1)[O:38][C:37]([CH3:43])([CH3:42])[CH2:36][CH:35]2[OH:44])[CH3:2].CC(OI1(OC(C)=O)(OC(C)=O)OC(=O)C2C1=CC=CC=2)=O. The catalyst is ClCCl.C(OCC)(=O)C. The product is [CH3:43][C:37]1([CH3:42])[CH2:36][C:35](=[O:44])[C:34]2[C:39](=[CH:40][CH:41]=[C:32]([C:4]3[C:5](=[O:31])[N:6]([CH2:12][C:13]4[CH:18]=[CH:17][C:16]([C:19]5[CH:24]=[CH:23][CH:22]=[CH:21][C:20]=5[C:25]5[NH:29][C:28](=[O:30])[O:27][N:26]=5)=[CH:15][CH:14]=4)[C:7]([CH2:9][CH2:10][CH3:11])=[N:8][C:3]=3[CH2:1][CH3:2])[CH:33]=2)[O:38]1. The yield is 0.810.